From a dataset of HIV replication inhibition screening data with 41,000+ compounds from the AIDS Antiviral Screen. Binary Classification. Given a drug SMILES string, predict its activity (active/inactive) in a high-throughput screening assay against a specified biological target. (1) The compound is CCC(C)C(=O)c1c(O)c(CC2OC2(C)C)c(O)c2c(C(O)CC)cc(=O)oc12. The result is 0 (inactive). (2) The drug is O=Nc1cc(-c2nccc3ccccc23)[nH]c1-c1ccccc1. The result is 0 (inactive). (3) The drug is CP1CCC(O)(c2ccccc2)CC1. The result is 0 (inactive). (4) The result is 0 (inactive). The molecule is COC(=O)c1cc2ccc(OC(C)=O)c(OC(C)=O)c2cn1. (5) The drug is Cc1ccc(C2=Nc3c(N)nc(N)nc3NC(c3ccccc3)C2)cc1. The result is 0 (inactive).